Dataset: Full USPTO retrosynthesis dataset with 1.9M reactions from patents (1976-2016). Task: Predict the reactants needed to synthesize the given product. (1) Given the product [CH3:2][O:3][C:4](=[O:17])[C@@H:5]([CH2:7][C:8]1[C:16]2[C:11](=[CH:12][CH:13]=[CH:14][CH:15]=2)[NH:10][CH:9]=1)[NH:6][C:25]([C:26]1[CH:34]=[CH:33][C:32]2[O:31][CH2:30][O:29][C:28]=2[CH:27]=1)=[O:35], predict the reactants needed to synthesize it. The reactants are: Cl.[CH3:2][O:3][C:4](=[O:17])[C@@H:5]([CH2:7][C:8]1[C:16]2[C:11](=[CH:12][CH:13]=[CH:14][CH:15]=2)[NH:10][CH:9]=1)[NH2:6].C(N(CC)CC)C.[C:25](Cl)(=[O:35])[C:26]1[CH:34]=[CH:33][C:32]2[O:31][CH2:30][O:29][C:28]=2[CH:27]=1. (2) Given the product [Cl:1][C:2]1[CH:3]=[C:4]([OH:24])[CH:5]=[C:6]2[C:10]=1[C:9](=[O:11])[N:8]([CH2:12][C:13]1[CH:18]=[CH:17][C:16]([O:19][C:20]([F:21])([F:22])[F:23])=[CH:15][CH:14]=1)[CH2:7]2, predict the reactants needed to synthesize it. The reactants are: [Cl:1][C:2]1[CH:3]=[C:4]([O:24]CC2C=CC(OC)=CC=2)[CH:5]=[C:6]2[C:10]=1[C:9](=[O:11])[N:8]([CH2:12][C:13]1[CH:18]=[CH:17][C:16]([O:19][C:20]([F:23])([F:22])[F:21])=[CH:15][CH:14]=1)[CH2:7]2. (3) Given the product [Cl:1][C:2]1[CH:3]=[C:4]([CH2:8][C:9]([O:11][CH3:12])=[O:10])[CH:5]=[CH:6][CH:7]=1, predict the reactants needed to synthesize it. The reactants are: [Cl:1][C:2]1[CH:3]=[C:4]([CH2:8][C:9]([OH:11])=[O:10])[CH:5]=[CH:6][CH:7]=1.[CH3:12]O.OS(O)(=O)=O. (4) Given the product [CH3:45][C:46]([CH3:52])([CH2:51][CH2:23][C:21]1[S:22][C:18]([C:15]2[CH:16]=[CH:17][C:12]([NH:11][C:10]([NH:9][C:5]3[CH:6]=[CH:7][CH:8]=[C:3]([C:2]([F:1])([F:30])[F:31])[CH:4]=3)=[O:29])=[CH:13][CH:14]=2)=[CH:19][N:20]=1)[C:47]([O:49][CH3:50])=[O:48], predict the reactants needed to synthesize it. The reactants are: [F:1][C:2]([F:31])([F:30])[C:3]1[CH:4]=[C:5]([NH:9][C:10](=[O:29])[NH:11][C:12]2[CH:17]=[CH:16][C:15]([C:18]3[S:22][C:21]([CH2:23]CC(OC)=O)=[N:20][CH:19]=3)=[CH:14][CH:13]=2)[CH:6]=[CH:7][CH:8]=1.NC1C=CC(C2SC(C[CH2:45][C:46]([CH3:52])([CH3:51])[C:47]([O:49][CH3:50])=[O:48])=NC=2)=CC=1.N(C1C=CC=C(C(F)(F)F)C=1)=C=O. (5) Given the product [Cl:1][C:2]1[C:3]([O:9][CH3:10])=[C:4]([NH:5][NH2:11])[CH:6]=[CH:7][CH:8]=1, predict the reactants needed to synthesize it. The reactants are: [Cl:1][C:2]1[C:3]([O:9][CH3:10])=[C:4]([CH:6]=[CH:7][CH:8]=1)[NH2:5].[N:11]([O-])=O.[Na+].Cl[Sn]Cl.